Dataset: Full USPTO retrosynthesis dataset with 1.9M reactions from patents (1976-2016). Task: Predict the reactants needed to synthesize the given product. (1) Given the product [CH3:20][O:19][C@@H:5]([CH2:6][C:7]1[CH:8]=[CH:9][C:10]([C:13]#[C:14][CH2:15][CH2:16][CH2:17][O:22][C:23]2[CH:24]=[C:25]3[C:30](=[CH:31][CH:32]=2)[O:29][C:28]([C:33]2[CH:38]=[CH:37][CH:36]=[CH:35][CH:34]=2)=[CH:27][C:26]3=[O:39])=[CH:11][CH:12]=1)[C:4]([OH:3])=[O:21], predict the reactants needed to synthesize it. The reactants are: C([O:3][C:4](=[O:21])[CH:5]([O:19][CH3:20])[CH2:6][C:7]1[CH:12]=[CH:11][C:10]([C:13]#[C:14][CH2:15][CH2:16][CH2:17]Br)=[CH:9][CH:8]=1)C.[OH:22][C:23]1[CH:24]=[C:25]2[C:30](=[CH:31][CH:32]=1)[O:29][C:28]([C:33]1[CH:38]=[CH:37][CH:36]=[CH:35][CH:34]=1)=[CH:27][C:26]2=[O:39]. (2) Given the product [CH2:1]([O:3][C:4](=[O:27])[C:5]([O:8][C:9]1[CH:14]=[CH:13][C:12]([O:15][CH2:16][C:17]2[CH:18]=[CH:19][CH:20]=[CH:21][CH:22]=2)=[CH:11][C:10]=1[CH2:44][CH:39]=[CH2:40])([CH3:6])[CH3:7])[CH3:2], predict the reactants needed to synthesize it. The reactants are: [CH2:1]([O:3][C:4](=[O:27])[C:5]([O:8][C:9]1[CH:14]=[CH:13][C:12]([O:15][CH2:16][C:17]2[CH:22]=[CH:21][CH:20]=[CH:19][CH:18]=2)=[CH:11][C:10]=1CC(O)=O)([CH3:7])[CH3:6])[CH3:2].[Cl-].[NH4+].C(Cl)CCl.O.ON1[C:40]2C=CC=[CH:44][C:39]=2N=N1.C(N(C(C)C)C(C)C)C.